Predict which catalyst facilitates the given reaction. From a dataset of Catalyst prediction with 721,799 reactions and 888 catalyst types from USPTO. Reactant: [CH2:1]([NH:3][C:4](=[S:16])[NH:5][C:6]1[CH:11]=[CH:10][C:9]([S:12]([OH:15])(=[O:14])=[O:13])=[CH:8][CH:7]=1)[CH3:2].Br[CH2:18][C:19]([C:21]1[CH:26]=[CH:25][CH:24]=[CH:23][C:22]=1[O:27][CH3:28])=O. Product: [CH2:1]([N:3]1[C:19]([C:21]2[CH:26]=[CH:25][CH:24]=[CH:23][C:22]=2[O:27][CH3:28])=[CH:18][S:16]/[C:4]/1=[N:5]\[C:6]1[CH:7]=[CH:8][C:9]([S:12]([OH:15])(=[O:14])=[O:13])=[CH:10][CH:11]=1)[CH3:2]. The catalyst class is: 5.